Task: Predict the reactants needed to synthesize the given product.. Dataset: Full USPTO retrosynthesis dataset with 1.9M reactions from patents (1976-2016) Given the product [CH2:1]([N:8]1[CH2:12][C@H:11]2[C:14]3[CH:15]=[CH:16][C:17]([Br:23])=[C:18]([Cl:22])[C:19]=3[CH2:20][O:21][C@@:10]2([CH3:24])[CH2:9]1)[C:2]1[CH:3]=[CH:4][CH:5]=[CH:6][CH:7]=1, predict the reactants needed to synthesize it. The reactants are: [CH2:1]([N:8]1[C:12](=O)[C@H:11]2[C:14]3[CH:15]=[CH:16][C:17]([Br:23])=[C:18]([Cl:22])[C:19]=3[CH2:20][O:21][C@@:10]2([CH3:24])[CH2:9]1)[C:2]1[CH:7]=[CH:6][CH:5]=[CH:4][CH:3]=1.B.CSC.Cl.